Dataset: NCI-60 drug combinations with 297,098 pairs across 59 cell lines. Task: Regression. Given two drug SMILES strings and cell line genomic features, predict the synergy score measuring deviation from expected non-interaction effect. (1) Drug 1: C1=CC(=CC=C1CCCC(=O)O)N(CCCl)CCCl. Drug 2: CCCS(=O)(=O)NC1=C(C(=C(C=C1)F)C(=O)C2=CNC3=C2C=C(C=N3)C4=CC=C(C=C4)Cl)F. Cell line: UO-31. Synergy scores: CSS=15.4, Synergy_ZIP=-6.52, Synergy_Bliss=-2.52, Synergy_Loewe=-1.14, Synergy_HSA=-1.11. (2) Drug 1: CC12CCC(CC1=CCC3C2CCC4(C3CC=C4C5=CN=CC=C5)C)O. Drug 2: CCC1=CC2CC(C3=C(CN(C2)C1)C4=CC=CC=C4N3)(C5=C(C=C6C(=C5)C78CCN9C7C(C=CC9)(C(C(C8N6C)(C(=O)OC)O)OC(=O)C)CC)OC)C(=O)OC.C(C(C(=O)O)O)(C(=O)O)O. Cell line: SW-620. Synergy scores: CSS=56.1, Synergy_ZIP=5.03, Synergy_Bliss=4.48, Synergy_Loewe=-16.1, Synergy_HSA=4.42. (3) Drug 1: C1CN(P(=O)(OC1)NCCCl)CCCl. Drug 2: CC12CCC3C(C1CCC2OP(=O)(O)O)CCC4=C3C=CC(=C4)OC(=O)N(CCCl)CCCl.[Na+]. Cell line: NCI-H522. Synergy scores: CSS=-2.09, Synergy_ZIP=2.50, Synergy_Bliss=3.77, Synergy_Loewe=-2.29, Synergy_HSA=-1.82. (4) Drug 1: C1=NC2=C(N1)C(=S)N=C(N2)N. Drug 2: CC(C)NC(=O)C1=CC=C(C=C1)CNNC.Cl. Cell line: TK-10. Synergy scores: CSS=18.8, Synergy_ZIP=-8.52, Synergy_Bliss=0.634, Synergy_Loewe=-16.7, Synergy_HSA=-1.21. (5) Drug 1: CC1=C(C=C(C=C1)NC2=NC=CC(=N2)N(C)C3=CC4=NN(C(=C4C=C3)C)C)S(=O)(=O)N.Cl. Drug 2: CCCCC(=O)OCC(=O)C1(CC(C2=C(C1)C(=C3C(=C2O)C(=O)C4=C(C3=O)C=CC=C4OC)O)OC5CC(C(C(O5)C)O)NC(=O)C(F)(F)F)O. Cell line: LOX IMVI. Synergy scores: CSS=15.1, Synergy_ZIP=-2.88, Synergy_Bliss=4.22, Synergy_Loewe=6.40, Synergy_HSA=7.23. (6) Drug 1: C1=NC2=C(N1)C(=S)N=C(N2)N. Drug 2: CN(C(=O)NC(C=O)C(C(C(CO)O)O)O)N=O. Cell line: SW-620. Synergy scores: CSS=14.4, Synergy_ZIP=-8.22, Synergy_Bliss=-5.56, Synergy_Loewe=-5.85, Synergy_HSA=-2.35. (7) Drug 1: CCN(CC)CCNC(=O)C1=C(NC(=C1C)C=C2C3=C(C=CC(=C3)F)NC2=O)C. Drug 2: CCC1(C2=C(COC1=O)C(=O)N3CC4=CC5=C(C=CC(=C5CN(C)C)O)N=C4C3=C2)O. Cell line: OVCAR3. Synergy scores: CSS=48.3, Synergy_ZIP=-11.4, Synergy_Bliss=-17.8, Synergy_Loewe=-65.8, Synergy_HSA=-15.9.